Dataset: Full USPTO retrosynthesis dataset with 1.9M reactions from patents (1976-2016). Task: Predict the reactants needed to synthesize the given product. (1) The reactants are: [Cl:1][C:2]1[CH:3]=[C:4]([N+:14]([O-])=O)[C:5]([CH2:12][CH3:13])=[C:6]([CH:11]=1)[C:7]([O:9][CH3:10])=[O:8].[Cl-].[NH4+].O. Given the product [NH2:14][C:4]1[C:5]([CH2:12][CH3:13])=[C:6]([CH:11]=[C:2]([Cl:1])[CH:3]=1)[C:7]([O:9][CH3:10])=[O:8], predict the reactants needed to synthesize it. (2) Given the product [Br:8][C:5]1[CH:6]=[CH:7][C:2]([NH:10][NH2:11])=[N:3][CH:4]=1, predict the reactants needed to synthesize it. The reactants are: Br[C:2]1[CH:7]=[CH:6][C:5]([Br:8])=[CH:4][N:3]=1.O.[NH2:10][NH2:11].CC(O)CC. (3) Given the product [OH:2][NH:1][S:10]([C:8]1[CH:7]=[N:6][N:5]([CH3:4])[CH:9]=1)(=[O:12])=[O:11], predict the reactants needed to synthesize it. The reactants are: [NH2:1][OH:2].O.[CH3:4][N:5]1[CH:9]=[C:8]([S:10](Cl)(=[O:12])=[O:11])[CH:7]=[N:6]1.S(Cl)(Cl)(=O)=O. (4) Given the product [Cl:3][C:4]1[CH:5]=[C:6]([F:26])[C:7]([O:24][CH3:25])=[C:8]([CH:10]([NH:11][C:12]2[CH:21]=[C:20]([F:22])[CH:19]=[C:18]3[C:13]=2[CH:14]=[CH:15][C:16](=[O:23])[NH:17]3)[C:37]2([C:36]([F:41])([F:40])[F:35])[CH2:38][O:39]2)[CH:9]=1, predict the reactants needed to synthesize it. The reactants are: [H-].[Na+].[Cl:3][C:4]1[CH:5]=[C:6]([F:26])[C:7]([O:24][CH3:25])=[C:8]([CH:10]=[N:11][C:12]2[CH:21]=[C:20]([F:22])[CH:19]=[C:18]3[C:13]=2[CH:14]=[CH:15][C:16](=[O:23])[NH:17]3)[CH:9]=1.[Si](Cl)(C(C)(C)C)(C)C.[F:35][C:36]([F:41])([F:40])[CH:37]1[O:39][CH2:38]1.C([Li])CCC.[Si](N1C2C(=C(N=CC3C=C(Cl)C=C(F)C=3OC)C=C(F)C=2)C=CC1=O)(C(C)(C)C)(C)C. (5) Given the product [CH3:1][O:2][C:3]([C:5]1[C:6]([Cl:13])=[N:7][C:8]([Cl:12])=[CH:9][C:10]=1[CH2:11][Br:14])=[O:4], predict the reactants needed to synthesize it. The reactants are: [CH3:1][O:2][C:3]([C:5]1[C:6]([Cl:13])=[N:7][C:8]([Cl:12])=[CH:9][C:10]=1[CH3:11])=[O:4].[Br:14]N1C(=O)CCC1=O.C(O)(=O)C. (6) Given the product [NH:49]1[C:57]2[C:52](=[CH:53][CH:54]=[C:55]([C:58]3[CH:59]=[C:60]([NH:64][C:22]([C:17]4[C:18](=[O:21])[O:19][C:20]5[C:15]([CH:16]=4)=[CH:14][CH:13]=[CH:12][C:11]=5[OH:10])=[O:24])[CH:61]=[CH:62][CH:63]=3)[CH:56]=2)[CH:51]=[CH:50]1, predict the reactants needed to synthesize it. The reactants are: CCN(C(C)C)C(C)C.[OH:10][C:11]1[CH:12]=[CH:13][CH:14]=[C:15]2[C:20]=1[O:19][C:18](=[O:21])[C:17]([C:22]([OH:24])=O)=[CH:16]2.CN(C(ON1N=NC2C=CC=NC1=2)=[N+](C)C)C.F[P-](F)(F)(F)(F)F.[NH:49]1[C:57]2[C:52](=[CH:53][CH:54]=[C:55]([C:58]3[CH:59]=[C:60]([NH2:64])[CH:61]=[CH:62][CH:63]=3)[CH:56]=2)[CH:51]=[CH:50]1. (7) Given the product [Cl:12][C:13]1[CH:39]=[CH:38][C:37]([Cl:40])=[CH:36][C:14]=1[CH2:15][N:16]([CH3:35])[C:17]([N:19]1[CH2:24][CH2:23][C:22](=[O:9])[NH:25][CH2:21][CH2:20]1)=[O:18], predict the reactants needed to synthesize it. The reactants are: CC1C=CC(S(Cl)(=O)=[O:9])=CC=1.[Cl:12][C:13]1[CH:39]=[CH:38][C:37]([Cl:40])=[CH:36][C:14]=1[CH2:15][N:16]([CH3:35])[C:17]([N:19]1[CH2:24][CH2:23]/[C:22](=[N:25]/O)/[CH2:21][C@@H:20]1C1C=CC(F)=CC=1C)=[O:18]. (8) Given the product [NH2:11][C:9]1[S:10][C:6]([C@H:3]2[CH2:22][CH2:4][CH2:5][C@H:1]([C:12]3[S:16][C:15]([NH:17][C:18](=[O:21])[CH3:19])=[N:14][N:13]=3)[CH2:2]2)=[N:7][N:8]=1, predict the reactants needed to synthesize it. The reactants are: [C@H:1]1([C:12]2[S:16][C:15]([NH2:17])=[N:14][N:13]=2)[CH2:5][CH2:4][C@H:3]([C:6]2[S:10][C:9]([NH2:11])=[N:8][N:7]=2)[CH2:2]1.[C:18]([OH:21])(=O)[CH3:19].[CH3:22]N(C(ON1N=NC2C=CC=NC1=2)=[N+](C)C)C.F[P-](F)(F)(F)(F)F.C(N(C(C)C)C(C)C)C.